From a dataset of Forward reaction prediction with 1.9M reactions from USPTO patents (1976-2016). Predict the product of the given reaction. (1) Given the reactants C(O)=O.[NH2:4][CH2:5][C@@H:6]([C:15]1[CH:24]=[CH:23][C:22]([OH:25])=[C:21]2[C:16]=1[CH:17]=[CH:18][C:19](=[O:26])[NH:20]2)[O:7][Si](C(C)(C)C)(C)C.[ClH:27], predict the reaction product. The product is: [ClH:27].[NH2:4][CH2:5][C@@H:6]([C:15]1[CH:24]=[CH:23][C:22]([OH:25])=[C:21]2[C:16]=1[CH:17]=[CH:18][C:19](=[O:26])[NH:20]2)[OH:7]. (2) Given the reactants [F:1][C:2]1[CH:7]=[CH:6][C:5]([N+:8]([O-:10])=[O:9])=[CH:4][C:3]=1[CH3:11].C1C(=O)N([Br:19])C(=O)C1, predict the reaction product. The product is: [Br:19][CH2:11][C:3]1[CH:4]=[C:5]([N+:8]([O-:10])=[O:9])[CH:6]=[CH:7][C:2]=1[F:1]. (3) Given the reactants O[CH:2]=[C:3]1[C:11]2[C:6](=[CH:7][C:8]([C:12]([C:14]3[CH:19]=[CH:18][C:17]([NH:20][C:21]([C:23]4[S:24][CH:25]=[CH:26][CH:27]=4)=[O:22])=[CH:16][CH:15]=3)=[O:13])=[CH:9][CH:10]=2)[NH:5][C:4]1=[O:28].[CH3:29][N:30]1[CH2:35][CH2:34][N:33]([C:36]2[CH:41]=[CH:40][C:39]([NH2:42])=[CH:38][CH:37]=2)[CH2:32][CH2:31]1, predict the reaction product. The product is: [CH3:29][N:30]1[CH2:31][CH2:32][N:33]([C:36]2[CH:41]=[CH:40][C:39]([NH:42][CH:2]=[C:3]3[C:11]4[C:6](=[CH:7][C:8]([C:12]([C:14]5[CH:15]=[CH:16][C:17]([NH:20][C:21]([C:23]6[S:24][CH:25]=[CH:26][CH:27]=6)=[O:22])=[CH:18][CH:19]=5)=[O:13])=[CH:9][CH:10]=4)[NH:5][C:4]3=[O:28])=[CH:38][CH:37]=2)[CH2:34][CH2:35]1.